From a dataset of Peptide-MHC class I binding affinity with 185,985 pairs from IEDB/IMGT. Regression. Given a peptide amino acid sequence and an MHC pseudo amino acid sequence, predict their binding affinity value. This is MHC class I binding data. The binding affinity (normalized) is 0.0847. The peptide sequence is HIDPMWKVL. The MHC is HLA-A26:01 with pseudo-sequence HLA-A26:01.